From a dataset of Full USPTO retrosynthesis dataset with 1.9M reactions from patents (1976-2016). Predict the reactants needed to synthesize the given product. (1) Given the product [CH2:12]([C:9]1[CH:10]=[C:11]2[C:6]([CH2:5][C:4](=[O:15])[NH:3]2)=[CH:7][CH:8]=1)[CH2:13][CH3:14], predict the reactants needed to synthesize it. The reactants are: CO[N:3]1[C:11]2[C:6](=[CH:7][CH:8]=[C:9]([CH2:12][CH2:13][CH3:14])[CH:10]=2)[CH2:5][C:4]1=[O:15]. (2) Given the product [C:6]([NH:7][C:8]1[N:9]=[C:10]2[CH:15]=[CH:14][C:13]([O:16][C:17]3[CH:18]=[C:19]([NH:23][C:24](=[O:35])[C:25]4[CH:30]=[CH:29][CH:28]=[C:27]([C:31]([F:32])([F:33])[F:34])[CH:26]=4)[CH:20]=[CH:21][CH:22]=3)=[N:12][N:11]2[CH:36]=1)(=[O:37])[CH2:5][OH:4], predict the reactants needed to synthesize it. The reactants are: C([O:4][CH2:5][C:6](=[O:37])[NH:7][C:8]1[N:9]=[C:10]2[CH:15]=[CH:14][C:13]([O:16][C:17]3[CH:22]=[CH:21][CH:20]=[C:19]([NH:23][C:24](=[O:35])[C:25]4[CH:30]=[CH:29][CH:28]=[C:27]([C:31]([F:34])([F:33])[F:32])[CH:26]=4)[CH:18]=3)=[N:12][N:11]2[CH:36]=1)(=O)C.[OH-].[Na+].Cl. (3) Given the product [F:27][C:22]1[CH:23]=[CH:24][CH:25]=[CH:26][C:21]=1[NH:20][C:18](=[O:19])[NH:17][C:14]1[CH:13]=[CH:12][C:11]([C:8]2[CH:7]=[C:6]([C:4]([OH:5])=[O:3])[O:10][N:9]=2)=[CH:16][CH:15]=1, predict the reactants needed to synthesize it. The reactants are: C([O:3][C:4]([C:6]1[O:10][N:9]=[C:8]([C:11]2[CH:16]=[CH:15][C:14]([NH:17][C:18]([NH:20][C:21]3[CH:26]=[CH:25][CH:24]=[CH:23][C:22]=3[F:27])=[O:19])=[CH:13][CH:12]=2)[CH:7]=1)=[O:5])C.[OH-].[Na+].Cl. (4) Given the product [Br:11][CH2:7][CH2:6][C:5]1[CH:9]=[CH:10][C:2]([OH:1])=[CH:3][CH:4]=1, predict the reactants needed to synthesize it. The reactants are: [OH:1][C:2]1[CH:10]=[CH:9][C:5]([CH2:6][CH2:7]O)=[CH:4][CH:3]=1.[BrH:11]. (5) The reactants are: [CH2:1]([C:4]1[CH:9]=[CH:8][C:7]([N:10]([C:17]2[CH:22]=[CH:21][CH:20]=[CH:19][CH:18]=2)[C:11]2[CH:16]=[CH:15][CH:14]=[CH:13][CH:12]=2)=[CH:6][CH:5]=1)[CH:2]=[CH2:3].[Cl:23][SiH:24]([Cl:26])[Cl:25].C1(C)C=CC=CC=1. Given the product [C:11]1([N:10]([C:17]2[CH:22]=[CH:21][CH:20]=[CH:19][CH:18]=2)[C:7]2[CH:8]=[CH:9][C:4]([CH2:1][CH2:2][CH2:3][Si:24]([Cl:26])([Cl:25])[Cl:23])=[CH:5][CH:6]=2)[CH:16]=[CH:15][CH:14]=[CH:13][CH:12]=1, predict the reactants needed to synthesize it. (6) The reactants are: [C:1]([N:3]1[C:11]2[CH:10]=[CH:9][C:8]([CH3:12])=[CH:7][C:6]=2[C:5]2[CH2:13][N:14]([CH3:17])[CH2:15][CH2:16][C:4]1=2)#[CH:2].Br[C:19]1[CH:20]=[CH:21][C:22]([CH:25]2[CH2:27][CH2:26]2)=[N:23][CH:24]=1.CCCC[N+](CCCC)(CCCC)CCCC.[F-]. Given the product [CH:25]1([C:22]2[N:23]=[CH:24][C:19]([C:2]#[C:1][N:3]3[C:11]4[CH:10]=[CH:9][C:8]([CH3:12])=[CH:7][C:6]=4[C:5]4[CH2:13][N:14]([CH3:17])[CH2:15][CH2:16][C:4]3=4)=[CH:20][CH:21]=2)[CH2:27][CH2:26]1, predict the reactants needed to synthesize it. (7) The reactants are: Br.[NH2:2][C:3]1[C:4]([OH:17])=[C:5]([C:9]2[CH:10]=[C:11]([C:14]([OH:16])=[O:15])[O:12][CH:13]=2)[CH:6]=[CH:7][CH:8]=1.[N:18]([O-])=O.[Na+].[CH3:22][C:23]1[CH2:24][C:25](=[O:38])[N:26]([C:28]2[CH:37]=[CH:36][C:35]3[CH2:34][CH2:33][CH2:32][CH2:31][C:30]=3[CH:29]=2)[N:27]=1.C(=O)(O)[O-].[Na+]. Given the product [OH:17][C:4]1[C:3]([NH:2][N:18]=[C:24]2[C:25](=[O:38])[N:26]([C:28]3[CH:37]=[CH:36][C:35]4[CH2:34][CH2:33][CH2:32][CH2:31][C:30]=4[CH:29]=3)[N:27]=[C:23]2[CH3:22])=[CH:8][CH:7]=[CH:6][C:5]=1[C:9]1[CH:10]=[C:11]([C:14]([OH:16])=[O:15])[O:12][CH:13]=1, predict the reactants needed to synthesize it. (8) The reactants are: S(Cl)(Cl)=O.[S:5]1[CH:9]=[CH:8][CH:7]=[C:6]1[CH2:10][C:11]([OH:13])=[O:12].[C:14](=O)(O)[O-].[Na+]. Given the product [S:5]1[CH:9]=[CH:8][CH:7]=[C:6]1[CH2:10][C:11]([O:13][CH3:14])=[O:12], predict the reactants needed to synthesize it. (9) Given the product [CH2:8]([NH:14][C:2]1[CH:3]=[N:4][CH:5]=[CH:6][CH:7]=1)[CH2:9][CH2:10][CH2:11][CH2:12][CH3:13], predict the reactants needed to synthesize it. The reactants are: Br[C:2]1[CH:3]=[N:4][CH:5]=[CH:6][CH:7]=1.[CH2:8]([NH2:14])[CH2:9][CH2:10][CH2:11][CH2:12][CH3:13]. (10) Given the product [CH3:1][O:2][C:3](=[O:12])[C:4]1[C:9]([O:21][C:17]2[CH:18]=[C:19]([Cl:20])[C:14]([Br:13])=[CH:15][C:16]=2[Cl:22])=[CH:8][C:7]([CH3:11])=[N:6][CH:5]=1, predict the reactants needed to synthesize it. The reactants are: [CH3:1][O:2][C:3](=[O:12])[C:4]1[C:9](Cl)=[CH:8][C:7]([CH3:11])=[N:6][CH:5]=1.[Br:13][C:14]1[C:19]([Cl:20])=[CH:18][C:17]([OH:21])=[C:16]([Cl:22])[CH:15]=1.C(=O)([O-])[O-].[Cs+].[Cs+].C(OCC)(=O)C.